From a dataset of Peptide-MHC class I binding affinity with 185,985 pairs from IEDB/IMGT. Regression. Given a peptide amino acid sequence and an MHC pseudo amino acid sequence, predict their binding affinity value. This is MHC class I binding data. (1) The peptide sequence is NTYQWIIRNW. The MHC is Mamu-B01 with pseudo-sequence Mamu-B01. The binding affinity (normalized) is 0.0430. (2) The peptide sequence is YQAFRTKVH. The binding affinity (normalized) is 0.0847. The MHC is HLA-A02:03 with pseudo-sequence HLA-A02:03.